Dataset: Forward reaction prediction with 1.9M reactions from USPTO patents (1976-2016). Task: Predict the product of the given reaction. Given the reactants CN(CCCN1CN(CCCN(C)C)CN(CCCN(C)C)C1)C.[CH2:25]([N:29]=[C:30]=[O:31])[CH2:26][CH2:27][CH3:28].[F:32][C:33]([F:57])([C:36]([F:56])([F:55])[C:37]([F:54])([F:53])[C:38]([F:52])([F:51])[C:39]([F:50])([F:49])[C:40]([F:48])([F:47])[C:41]([F:46])([F:45])[CH:42]([F:44])[F:43])[CH2:34][OH:35].[N-]=C=O, predict the reaction product. The product is: [CH2:25]([NH:29][C:30](=[O:31])[O:35][CH2:34][C:33]([F:57])([F:32])[C:36]([F:55])([F:56])[C:37]([F:53])([F:54])[C:38]([F:51])([F:52])[C:39]([F:49])([F:50])[C:40]([F:47])([F:48])[C:41]([F:45])([F:46])[CH:42]([F:43])[F:44])[CH2:26][CH2:27][CH3:28].